Dataset: Reaction yield outcomes from USPTO patents with 853,638 reactions. Task: Predict the reaction yield, written as a fraction of the theoretical maximum amount of product (1.0 means a 100% yield; for example, 0.34 means a 34% yield). (1) The reactants are [Br:1][C:2]1[CH:3]=[C:4]([CH:9]=[CH:10][C:11]=1[I:12])[C:5](OC)=[O:6].CC(C[AlH]CC(C)C)C. The catalyst is C(Cl)Cl.O. The product is [Br:1][C:2]1[CH:3]=[C:4]([CH2:5][OH:6])[CH:9]=[CH:10][C:11]=1[I:12]. The yield is 0.820. (2) No catalyst specified. The yield is 0.250. The reactants are [CH2:1]([O:3][C:4]1[CH:9]=[CH:8][CH:7]=[CH:6][C:5]=1[C:10]1([CH3:26])[NH:14][C:13](=[O:15])[N:12]([CH2:16][C:17](=[O:24])[C:18]2[CH:23]=[CH:22][CH:21]=[CH:20][CH:19]=2)[C:11]1=[O:25])[CH3:2].[CH3:27]I. The product is [CH2:1]([O:3][C:4]1[CH:9]=[CH:8][CH:7]=[CH:6][C:5]=1[C:10]1([CH3:26])[N:14]([CH3:27])[C:13](=[O:15])[N:12]([CH2:16][C:17](=[O:24])[C:18]2[CH:19]=[CH:20][CH:21]=[CH:22][CH:23]=2)[C:11]1=[O:25])[CH3:2]. (3) The reactants are [CH3:1][O:2][C:3]1[CH:4]=[C:5]([SH:9])[CH:6]=[CH:7][CH:8]=1.[C:10](Cl)(=[O:14])[C:11](Cl)=[O:12].[Cl-].[Al+3].[Cl-].[Cl-]. The catalyst is CCOCC. The product is [CH3:1][O:2][C:3]1[CH:8]=[CH:7][C:6]2[C:10](=[O:14])[C:11](=[O:12])[S:9][C:5]=2[CH:4]=1. The yield is 0.470. (4) The reactants are C([NH:8][CH2:9][CH:10]([CH3:25])[C:11]([C:13]1[C:14]([CH:22]([CH3:24])[CH3:23])=[N:15][N:16]2[CH:21]=[CH:20][CH:19]=[CH:18][C:17]=12)=[O:12])C1C=CC=CC=1. The catalyst is CO. The product is [NH2:8][CH2:9][CH:10]([CH3:25])[C:11]([C:13]1[C:14]([CH:22]([CH3:24])[CH3:23])=[N:15][N:16]2[CH:21]=[CH:20][CH:19]=[CH:18][C:17]=12)=[O:12]. The yield is 0.160. (5) The product is [NH2:1][C:2]1[N:7]=[CH:6][N:5]=[C:4]2[N:8]([CH:12]([C:14]3[O:15][C:16]4[C:21]([C:22](=[O:30])[C:23]=3[C:24]3[CH:29]=[CH:28][CH:27]=[CH:26][CH:25]=3)=[CH:20][CH:19]=[CH:18][CH:17]=4)[CH3:13])[N:9]=[C:10]([C:35]#[C:34][C:32]([OH:36])([CH3:33])[CH3:31])[C:3]=12. The reactants are [NH2:1][C:2]1[N:7]=[CH:6][N:5]=[C:4]2[N:8]([CH:12]([C:14]3[O:15][C:16]4[C:21]([C:22](=[O:30])[C:23]=3[C:24]3[CH:29]=[CH:28][CH:27]=[CH:26][CH:25]=3)=[CH:20][CH:19]=[CH:18][CH:17]=4)[CH3:13])[N:9]=[C:10](I)[C:3]=12.[CH3:31][C:32]([OH:36])([C:34]#[CH:35])[CH3:33].ClCCl. The catalyst is C1COCC1.[Cu]I. The yield is 0.680.